Predict the reactants needed to synthesize the given product. From a dataset of Full USPTO retrosynthesis dataset with 1.9M reactions from patents (1976-2016). (1) The reactants are: [CH3:1][C@@:2]1([C:7]([OH:9])=[O:8])[CH2:6][CH2:5][CH2:4][NH:3]1.[F:10][C:11]1[CH:16]=[CH:15][C:14]([S:17](Cl)(=[O:19])=[O:18])=[CH:13][CH:12]=1.[OH-].[Na+].Cl. Given the product [F:10][C:11]1[CH:16]=[CH:15][C:14]([S:17]([N:3]2[CH2:4][CH2:5][CH2:6][C@@:2]2([CH3:1])[C:7]([OH:9])=[O:8])(=[O:19])=[O:18])=[CH:13][CH:12]=1, predict the reactants needed to synthesize it. (2) The reactants are: Br[C:2]1[CH:7]=[CH:6][C:5]([C@@H:8]2[CH2:14][O:13][CH2:12][CH2:11][N:10]([C@@H:15]([C:17]3[CH:22]=[CH:21][CH:20]=[CH:19][CH:18]=3)[CH3:16])[CH2:9]2)=[CH:4][CH:3]=1.C(=O)([O-])[O-].[Na+].[Na+].[CH3:29][N:30](C)C(=O)C. Given the product [C:17]1([C@H:15]([N:10]2[CH2:9][C@H:8]([C:5]3[CH:6]=[CH:7][C:2]([C:29]#[N:30])=[CH:3][CH:4]=3)[CH2:14][O:13][CH2:12][CH2:11]2)[CH3:16])[CH:22]=[CH:21][CH:20]=[CH:19][CH:18]=1, predict the reactants needed to synthesize it. (3) The reactants are: [C:1]([C@H:5]1[CH2:10][CH2:9][C@H:8]([NH:11][C:12]([C:14]2[N:18]([CH2:19][C:20]3[CH:28]=[CH:27][C:23]([C:24](O)=[O:25])=[CH:22][CH:21]=3)[N:17]=[C:16]([C:29]3[CH:34]=[C:33]([F:35])[C:32]([F:36])=[C:31]([F:37])[CH:30]=3)[CH:15]=2)=[O:13])[CH2:7][CH2:6]1)([CH3:4])([CH3:3])[CH3:2].C1C=NC2N(O)N=NC=2C=1.CCN(C(C)C)C(C)C.C([O:61][C:62](=[O:66])[CH2:63][CH2:64][NH2:65])(C)(C)C.C(Cl)CCl. Given the product [C:1]([C@H:5]1[CH2:6][CH2:7][C@H:8]([NH:11][C:12]([C:14]2[N:18]([CH2:19][C:20]3[CH:28]=[CH:27][C:23]([C:24]([NH:65][CH2:64][CH2:63][C:62]([OH:61])=[O:66])=[O:25])=[CH:22][CH:21]=3)[N:17]=[C:16]([C:29]3[CH:30]=[C:31]([F:37])[C:32]([F:36])=[C:33]([F:35])[CH:34]=3)[CH:15]=2)=[O:13])[CH2:9][CH2:10]1)([CH3:4])([CH3:2])[CH3:3], predict the reactants needed to synthesize it. (4) Given the product [CH3:55][O:54][C:52]([NH:51][C@H:47]([C:48]([N:37]1[C@@H:38]([CH3:41])[CH2:39][CH2:40][C@H:36]1[C:34]1[NH:33][C:32]2[C:42]3[C:28]([CH:29]=[CH:30][C:31]=2[N:35]=1)=[CH:27][C:26]1[C:20]2[C:21]([CH2:23][O:24][C:25]=1[CH:43]=3)=[CH:22][C:17]([C:14]1[NH:13][C:12]([C@@H:6]3[CH2:5][C@H:4]([CH2:3][O:2][CH3:1])[CH2:8][N:7]3[C:9]([O:11][C:69]([CH3:68])([CH3:70])[CH3:81])=[O:10])=[N:16][CH:15]=1)=[CH:18][CH:19]=2)=[O:49])[C@@H:46]([CH3:56])[O:45][CH3:44])=[O:53], predict the reactants needed to synthesize it. The reactants are: [CH3:1][O:2][CH2:3][C@@H:4]1[CH2:8][N:7]([C:9]([O-:11])=[O:10])[C@H:6]([C:12]2[NH:13][C:14]([C:17]3[CH:22]=[C:21]4[CH2:23][O:24][C:25]5[CH:43]=[C:42]6[C:28]([CH:29]=[CH:30][C:31]7[N:35]=[C:34]([C@@H:36]8[CH2:40][CH2:39][C@H:38]([CH3:41])[NH:37]8)[NH:33][C:32]=76)=[CH:27][C:26]=5[C:20]4=[CH:19][CH:18]=3)=[CH:15][N:16]=2)[CH2:5]1.[CH3:44][O:45][C@H:46]([CH3:56])[C@H:47]([NH:51][C:52]([O:54][CH3:55])=[O:53])[C:48](O)=[O:49].CN(C(ON1N=NC2[CH:68]=[CH:69][CH:70]=NC1=2)=[N+](C)C)C.F[P-](F)(F)(F)(F)F.[CH3:81]CN(C(C)C)C(C)C.C(=O)(O)[O-].[Na+]. (5) Given the product [CH:1]1([CH2:4][O:5][C:6]2[CH:11]=[CH:10][C:9]([C:12]3[N:17]=[CH:16][N:15]=[C:14]([NH:18][C@@H:19]([C:27]([OH:29])=[O:28])[CH2:20][C:21]4[CH:26]=[CH:25][CH:24]=[CH:23][CH:22]=4)[CH:13]=3)=[CH:8][CH:7]=2)[CH2:3][CH2:2]1, predict the reactants needed to synthesize it. The reactants are: [CH:1]1([CH2:4][O:5][C:6]2[CH:11]=[CH:10][C:9]([C:12]3[N:17]=[CH:16][N:15]=[C:14]([NH:18][C@@H:19]([C:27]([O:29]C)=[O:28])[CH2:20][C:21]4[CH:26]=[CH:25][CH:24]=[CH:23][CH:22]=4)[CH:13]=3)=[CH:8][CH:7]=2)[CH2:3][CH2:2]1.[Li]. (6) Given the product [Cl:1][C:2]1[C:3]([C:9]([C:11]2[CH:16]=[CH:15][C:14]([F:17])=[CH:13][CH:12]=2)=[O:10])=[CH:4][N:5]=[C:6]([C:26]2[CH:27]=[C:22]([CH:23]=[C:24]([F:38])[C:25]=2[CH3:37])[C:21]([NH:20][CH2:18][CH3:19])=[O:39])[CH:7]=1, predict the reactants needed to synthesize it. The reactants are: [Cl:1][C:2]1[CH:7]=[C:6](Cl)[N:5]=[CH:4][C:3]=1[C:9]([C:11]1[CH:16]=[CH:15][C:14]([F:17])=[CH:13][CH:12]=1)=[O:10].[CH2:18]([NH:20][C:21](=[O:39])[C:22]1[CH:27]=[C:26](B2OC(C)(C)C(C)(C)O2)[C:25]([CH3:37])=[C:24]([F:38])[CH:23]=1)[CH3:19].C(=O)([O-])O.[Na+].